Dataset: Full USPTO retrosynthesis dataset with 1.9M reactions from patents (1976-2016). Task: Predict the reactants needed to synthesize the given product. (1) Given the product [N:11]1[CH:12]=[CH:13][CH:14]=[CH:15][C:10]=1[C:8]1[C:3]2[C:2](=[CH:7][CH:6]=[CH:5][CH:4]=2)[N:1]=[C:16]([NH2:18])[CH:17]=1, predict the reactants needed to synthesize it. The reactants are: [NH2:1][C:2]1[CH:7]=[CH:6][CH:5]=[CH:4][C:3]=1[C:8]([C:10]1[CH:15]=[CH:14][CH:13]=[CH:12][N:11]=1)=O.[C:16](#[N:18])[CH3:17].[H-].[Na+].O. (2) Given the product [Cl:11][C:12]1[CH:17]=[C:16]([Cl:18])[CH:15]=[CH:14][C:13]=1[C:19]1[N:20]2[N:27]=[C:26]([CH3:28])[C:25]([C:29](=[CH2:1])[CH2:30][CH2:31][CH3:32])=[C:21]2[O:22][C:23]=1[CH3:24], predict the reactants needed to synthesize it. The reactants are: [CH3:1][Si]([N-][Si](C)(C)C)(C)C.[Na+].[Cl:11][C:12]1[CH:17]=[C:16]([Cl:18])[CH:15]=[CH:14][C:13]=1[C:19]1[N:20]2[N:27]=[C:26]([CH3:28])[C:25]([C:29](=O)[CH2:30][CH2:31][CH3:32])=[C:21]2[O:22][C:23]=1[CH3:24]. (3) The reactants are: [F:1][C:2]1[CH:7]=[CH:6][C:5](B(O)O)=[CH:4][CH:3]=1.C([O-])([O-])=O.[Na+].[Na+].Cl[C:18]1[N:23]=[CH:22][C:21]([O:24][CH2:25][O:26][CH2:27][CH3:28])=[CH:20][N:19]=1. Given the product [CH2:27]([O:26][CH2:25][O:24][C:21]1[CH:20]=[N:19][C:18]([C:5]2[CH:6]=[CH:7][C:2]([F:1])=[CH:3][CH:4]=2)=[N:23][CH:22]=1)[CH3:28], predict the reactants needed to synthesize it. (4) The reactants are: [C:1]([O:5][CH:6]([C:11]1[N:16]([CH3:17])[C:15](=[O:18])[C:14]2[N:19]([CH2:22][C:23]#[CH:24])[CH:20]=[CH:21][C:13]=2[C:12]=1[C:25]1[CH:30]=[CH:29][C:28]([Cl:31])=[CH:27][CH:26]=1)[C:7]([O:9]C)=[O:8])([CH3:4])([CH3:3])[CH3:2].C([O:35][CH2:36][CH2:37][N:38]=[N+:39]=[N-:40])(=O)C.[Li+].[OH-].Cl. Given the product [C:1]([O:5][CH:6]([C:11]1[N:16]([CH3:17])[C:15](=[O:18])[C:14]2[N:19]([CH2:22][C:23]3[N:40]=[N:39][N:38]([CH2:37][CH2:36][OH:35])[CH:24]=3)[CH:20]=[CH:21][C:13]=2[C:12]=1[C:25]1[CH:26]=[CH:27][C:28]([Cl:31])=[CH:29][CH:30]=1)[C:7]([OH:9])=[O:8])([CH3:4])([CH3:2])[CH3:3], predict the reactants needed to synthesize it. (5) Given the product [C:23]1([C:13]2[CH2:14][CH2:15][CH2:16][C:17]3[CH:22]=[CH:21][CH:20]=[CH:19][C:18]=3[C:12]=2[C:9]2[CH:8]=[CH:7][C:6]([CH:5]=[CH:4][C:3]([OH:29])=[O:2])=[CH:11][CH:10]=2)[CH:28]=[CH:27][CH:26]=[CH:25][CH:24]=1, predict the reactants needed to synthesize it. The reactants are: C[O:2][C:3](=[O:29])[CH:4]=[CH:5][C:6]1[CH:11]=[CH:10][C:9]([C:12]2[C:18]3[CH:19]=[CH:20][CH:21]=[CH:22][C:17]=3[CH2:16][CH2:15][CH2:14][C:13]=2[C:23]2[CH:28]=[CH:27][CH:26]=[CH:25][CH:24]=2)=[CH:8][CH:7]=1.[OH-].[K+].